Dataset: Forward reaction prediction with 1.9M reactions from USPTO patents (1976-2016). Task: Predict the product of the given reaction. (1) Given the reactants Cl[C:2]1[N:7]=[CH:6][C:5]([C:8]2[O:26][C:11]3[N:12]=[CH:13][N:14]=[C:15]([N:16]4[CH2:25][CH2:24][C:19]5([O:23][CH2:22][CH2:21][O:20]5)[CH2:18][CH2:17]4)[C:10]=3[C:9]=2[C:27]2[CH:32]=[CH:31][C:30]([F:33])=[CH:29][CH:28]=2)=[CH:4][CH:3]=1.[NH2:34][CH2:35][CH2:36][OH:37], predict the reaction product. The product is: [O:20]1[C:19]2([CH2:24][CH2:25][N:16]([C:15]3[C:10]4[C:9]([C:27]5[CH:32]=[CH:31][C:30]([F:33])=[CH:29][CH:28]=5)=[C:8]([C:5]5[CH:4]=[CH:3][C:2]([NH:34][CH2:35][CH2:36][OH:37])=[N:7][CH:6]=5)[O:26][C:11]=4[N:12]=[CH:13][N:14]=3)[CH2:17][CH2:18]2)[O:23][CH2:22][CH2:21]1. (2) Given the reactants FC1C=C2C(C(C3C=C(N)C(N)=CC=3)=CN2S(C2C=CC=CC=2)(=O)=O)=CC=1.Br[C:29]1[CH:45]=[CH:44][C:32]2[N:33]=[C:34]([CH2:36][CH:37]3[NH:41][C:40](=[O:42])[NH:39][C:38]3=[O:43])[O:35][C:31]=2[CH:30]=1.[F:46][C:47]1[CH:55]=[C:54]2[C:50]([C:51](B3OC(C)(C)C(C)(C)O3)=[CH:52][N:53]2[C:56]([O:58][C:59]([CH3:62])([CH3:61])[CH3:60])=[O:57])=[CH:49][CH:48]=1, predict the reaction product. The product is: [O:42]=[C:40]1[NH:41][CH:37]([CH2:36][C:34]2[O:35][C:31]3[CH:30]=[C:29]([C:51]4[C:50]5[C:54](=[CH:55][C:47]([F:46])=[CH:48][CH:49]=5)[N:53]([C:56]([O:58][C:59]([CH3:62])([CH3:61])[CH3:60])=[O:57])[CH:52]=4)[CH:45]=[CH:44][C:32]=3[N:33]=2)[C:38](=[O:43])[NH:39]1. (3) Given the reactants [Sn](Cl)(Cl)(Cl)Cl.[CH2:6]([O:8][C:9]1[C:10]([F:21])=[C:11]2[C:17]([N+:18]([O-])=O)=[CH:16][NH:15][C:12]2=[N:13][CH:14]=1)[CH3:7].[OH-].[Na+], predict the reaction product. The product is: [CH2:6]([O:8][C:9]1[C:10]([F:21])=[C:11]2[C:17]([NH2:18])=[CH:16][NH:15][C:12]2=[N:13][CH:14]=1)[CH3:7]. (4) The product is: [Br:12][CH2:9][C:8]([C:3]1[CH:4]=[CH:5][CH:6]=[CH:7][C:2]=1[CH3:1])=[O:10]. Given the reactants [CH3:1][C:2]1[CH:7]=[CH:6][CH:5]=[CH:4][C:3]=1[C:8](=[O:10])[CH3:9].Cl.[Br:12]Br, predict the reaction product. (5) Given the reactants C[CH:2]([N:4]1[CH2:9][CH2:8][CH:7]([CH2:10][CH:11]2[CH2:16][CH2:15][N:14](C(OC(C)(C)C)=O)[CH2:13][CH2:12]2)[CH2:6][CH2:5]1)C, predict the reaction product. The product is: [CH3:2][N:4]1[CH2:9][CH2:8][CH:7]([CH2:10][CH:11]2[CH2:16][CH2:15][NH:14][CH2:13][CH2:12]2)[CH2:6][CH2:5]1.